This data is from Reaction yield outcomes from USPTO patents with 853,638 reactions. The task is: Predict the reaction yield, written as a fraction of the theoretical maximum amount of product (1.0 means a 100% yield; for example, 0.34 means a 34% yield). (1) The reactants are Br[CH2:2][CH:3]1[CH2:5][CH2:4]1.[P:6]([O:15]C(C)C)([O:11][CH:12]([CH3:14])[CH3:13])[O:7][CH:8]([CH3:10])[CH3:9]. The catalyst is C(OCC)(=O)C. The product is [CH:8]([O:7][P:6]([CH2:2][CH:3]1[CH2:5][CH2:4]1)(=[O:15])[O:11][CH:12]([CH3:14])[CH3:13])([CH3:10])[CH3:9]. The yield is 0.940. (2) The reactants are [CH:1](=O)[C:2]1[O:6][CH:5]=[CH:4][CH:3]=1.[Br:8][C:9]1[CH:16]=[CH:15][C:12]([CH2:13]Br)=[CH:11][CH:10]=1.C1([SiH2]C2C=CC=CC=2)C=CC=CC=1.CCN(C(C)C)C(C)C. The catalyst is C1(C)C=CC=CC=1. The product is [Br:8][C:9]1[CH:16]=[CH:15][C:12]([CH:13]=[CH:1][C:2]2[O:6][CH:5]=[CH:4][CH:3]=2)=[CH:11][CH:10]=1. The yield is 0.610. (3) The reactants are [Cl:1][C:2]1[CH:7]=[CH:6][C:5]([CH3:8])=[CH:4][C:3]=1[O:9][CH3:10].C1C(=O)N([Br:18])C(=O)C1.CC(N=NC(C#N)(C)C)(C#N)C. The catalyst is C(Cl)(Cl)(Cl)Cl. The product is [Br:18][CH2:8][C:5]1[CH:6]=[CH:7][C:2]([Cl:1])=[C:3]([O:9][CH3:10])[CH:4]=1. The yield is 0.920. (4) The reactants are [OH-].[Na+].[CH3:3][C:4]1[CH:20]=[C:19]([N+:21]([O-:23])=[O:22])[CH:18]=[CH:17][C:5]=1[O:6][C:7]1[CH:12]=[CH:11][C:10]([NH2:13])=[C:9]([N+:14]([O-:16])=[O:15])[CH:8]=1.S(OC)(O[CH3:28])(=O)=O.S([O-])([O-])(=O)=O.C([N+](CCCC)(CCCC)CCCC)CCC.C([N+](CCCC)(CCCC)CCCC)CCC. The catalyst is O.C1(C)C=CC=CC=1. The product is [CH3:28][NH:13][C:10]1[CH:11]=[CH:12][C:7]([O:6][C:5]2[CH:17]=[CH:18][C:19]([N+:21]([O-:23])=[O:22])=[CH:20][C:4]=2[CH3:3])=[CH:8][C:9]=1[N+:14]([O-:16])=[O:15]. The yield is 0.910. (5) The reactants are CO[C:3]1[CH:8]=[C:7](C2CCN(C)CC2)[CH:6]=[CH:5][C:4]=1[NH:16][C:17](=O)C.[CH3:20][NH2:21].[O:22]1[CH2:27]COCC1. No catalyst specified. The product is [CH3:20][NH:21][C:27](=[O:22])[C:3]1[CH:8]=[CH:7][CH:6]=[CH:5][C:4]=1[NH:16][CH3:17]. The yield is 0.980.